Predict the reactants needed to synthesize the given product. From a dataset of Full USPTO retrosynthesis dataset with 1.9M reactions from patents (1976-2016). Given the product [Cl:1][C:2]1[C:10]([C:11]([F:14])([F:13])[F:12])=[CH:9][CH:8]=[CH:7][C:3]=1[C:4]([NH2:20])=[O:5], predict the reactants needed to synthesize it. The reactants are: [Cl:1][C:2]1[C:10]([C:11]([F:14])([F:13])[F:12])=[CH:9][CH:8]=[CH:7][C:3]=1[C:4](O)=[O:5].S(Cl)(Cl)=O.C[N:20](C)C=O.